Dataset: Reaction yield outcomes from USPTO patents with 853,638 reactions. Task: Predict the reaction yield, written as a fraction of the theoretical maximum amount of product (1.0 means a 100% yield; for example, 0.34 means a 34% yield). (1) The reactants are [CH3:1][O:2][C:3]1[N:8]=[N:7][C:6]([N:9]2[C:13]([C:14]3[CH:19]=[C:18]([CH3:20])[CH:17]=[CH:16][N:15]=3)=[CH:12][C:11]([C:21]([OH:23])=O)=[N:10]2)=[CH:5][CH:4]=1.[C:24]([NH2:28])([CH3:27])([CH3:26])[CH3:25]. No catalyst specified. The yield is 0.520. The product is [C:24]([NH:28][C:21]([C:11]1[CH:12]=[C:13]([C:14]2[CH:19]=[C:18]([CH3:20])[CH:17]=[CH:16][N:15]=2)[N:9]([C:6]2[N:7]=[N:8][C:3]([O:2][CH3:1])=[CH:4][CH:5]=2)[N:10]=1)=[O:23])([CH3:27])([CH3:26])[CH3:25]. (2) The reactants are [OH:1][C:2]1[CH:11]=[CH:10][C:5]([C:6]([O:8][CH3:9])=[O:7])=[CH:4][CH:3]=1.[I-:12].[Na+].[OH-].[Na+].Cl[O-].[Na+].S([O-])([O-])(=O)=S.[Na+].[Na+].Cl. The catalyst is CO. The product is [CH3:9][O:8][C:6](=[O:7])[C:5]1[CH:4]=[CH:3][C:2]([OH:1])=[C:11]([I:12])[CH:10]=1. The yield is 0.700. (3) The reactants are [CH2:1]([O:3][C:4]1[CH:9]=[C:8]([O:10][CH2:11][CH2:12][CH2:13][C:14]2[C:15]([OH:29])=[N:16][N:17]([C:19]3[CH:24]=[CH:23][C:22]([C:25]([F:28])([F:27])[F:26])=[CH:21][N:20]=3)[CH:18]=2)[CH:7]=[CH:6][C:5]=1[CH2:30][CH2:31][C:32]([O:34]C)=[O:33])[CH3:2].[CH3:36][CH:37](O)[CH3:38].C1(P(C2C=CC=CC=2)C2C=CC=CC=2)C=CC=CC=1.N(C(OC(C)C)=O)=NC(OC(C)C)=O. The catalyst is O1CCCC1. The product is [CH2:1]([O:3][C:4]1[CH:9]=[C:8]([O:10][CH2:11][CH2:12][CH2:13][C:14]2[C:15]([O:29][CH:37]([CH3:38])[CH3:36])=[N:16][N:17]([C:19]3[CH:24]=[CH:23][C:22]([C:25]([F:27])([F:26])[F:28])=[CH:21][N:20]=3)[CH:18]=2)[CH:7]=[CH:6][C:5]=1[CH2:30][CH2:31][C:32]([OH:34])=[O:33])[CH3:2]. The yield is 0.820.